This data is from Forward reaction prediction with 1.9M reactions from USPTO patents (1976-2016). The task is: Predict the product of the given reaction. (1) Given the reactants [F:1][C:2]1[CH:7]=[CH:6][CH:5]=[CH:4][C:3]=1[S:8]([C:11]1[CH:12]=[C:13]2[C:17](=[CH:18][CH:19]=1)[N:16]([CH:20]1[CH2:25][CH2:24][N:23]([C:26]([O:28][C:29]([CH3:32])([CH3:31])[CH3:30])=[O:27])[CH2:22][CH2:21]1)[CH2:15][CH2:14]2)(=[O:10])=[O:9].ClC1C(=O)C(C#N)=C(C#N)C(=O)C=1Cl, predict the reaction product. The product is: [F:1][C:2]1[CH:7]=[CH:6][CH:5]=[CH:4][C:3]=1[S:8]([C:11]1[CH:12]=[C:13]2[C:17](=[CH:18][CH:19]=1)[N:16]([CH:20]1[CH2:25][CH2:24][N:23]([C:26]([O:28][C:29]([CH3:32])([CH3:31])[CH3:30])=[O:27])[CH2:22][CH2:21]1)[CH:15]=[CH:14]2)(=[O:10])=[O:9]. (2) Given the reactants Br[CH2:2][C:3]([C:5]1[O:9][N:8]=[C:7]([C:10]2[CH:15]=[CH:14][CH:13]=[CH:12][CH:11]=2)[CH:6]=1)=O.[OH:16][CH2:17][CH2:18][CH2:19][NH:20][C:21]([NH2:23])=[S:22], predict the reaction product. The product is: [C:10]1([C:7]2[CH:6]=[C:5]([C:3]3[N:23]=[C:21]([NH:20][CH2:19][CH2:18][CH2:17][OH:16])[S:22][CH:2]=3)[O:9][N:8]=2)[CH:15]=[CH:14][CH:13]=[CH:12][CH:11]=1. (3) Given the reactants C([O:3][C:4](=[O:27])[CH2:5][C:6]1[CH:11]=[CH:10][CH:9]=[C:8]([O:12][C:13]2[CH:18]=[CH:17][C:16]([CH3:19])=[CH:15][C:14]=2[CH2:20][N:21]2[CH2:25][CH2:24][O:23][C:22]2=[O:26])[CH:7]=1)C.[OH-].[Li+], predict the reaction product. The product is: [CH3:19][C:16]1[CH:17]=[CH:18][C:13]([O:12][C:8]2[CH:7]=[C:6]([CH2:5][C:4]([OH:27])=[O:3])[CH:11]=[CH:10][CH:9]=2)=[C:14]([CH2:20][N:21]2[CH2:25][CH2:24][O:23][C:22]2=[O:26])[CH:15]=1. (4) Given the reactants C[O:2][C:3](=[O:37])[CH2:4][N:5]([S:29]([N:32]1[CH2:36][CH2:35][CH2:34][CH2:33]1)(=[O:31])=[O:30])[CH2:6][C:7]1[CH:12]=[CH:11][CH:10]=[C:9]([O:13][CH2:14][CH2:15][C:16]2[N:17]=[C:18]([C:22]3[CH:27]=[CH:26][C:25]([CH3:28])=[CH:24][CH:23]=3)[O:19][C:20]=2[CH3:21])[CH:8]=1.O.[OH-].[Li+], predict the reaction product. The product is: [N:32]1([S:29]([N:5]([CH2:4][C:3]([OH:37])=[O:2])[CH2:6][C:7]2[CH:12]=[CH:11][CH:10]=[C:9]([O:13][CH2:14][CH2:15][C:16]3[N:17]=[C:18]([C:22]4[CH:23]=[CH:24][C:25]([CH3:28])=[CH:26][CH:27]=4)[O:19][C:20]=3[CH3:21])[CH:8]=2)(=[O:30])=[O:31])[CH2:36][CH2:35][CH2:34][CH2:33]1. (5) The product is: [C:29]([N:32]1[CH2:37][CH2:36][N:35]([C:22](=[O:23])[CH2:21][O:20][C:19]2[CH:18]=[CH:17][C:16]([C@@H:13]3[CH2:14][CH2:15][C@H:11]([NH:10][C@@H:8]([C:5]4[CH:6]=[CH:7][C:2]([F:1])=[C:3]([O:27][CH3:28])[CH:4]=4)[CH3:9])[CH2:12]3)=[CH:26][CH:25]=2)[CH2:34][CH2:33]1)(=[O:31])[CH3:30]. Given the reactants [F:1][C:2]1[CH:7]=[CH:6][C:5]([C@H:8]([NH:10][C@H:11]2[CH2:15][CH2:14][C@@H:13]([C:16]3[CH:26]=[CH:25][C:19]([O:20][CH2:21][C:22](O)=[O:23])=[CH:18][CH:17]=3)[CH2:12]2)[CH3:9])=[CH:4][C:3]=1[O:27][CH3:28].[C:29]([N:32]1[CH2:37][CH2:36][NH:35][CH2:34][CH2:33]1)(=[O:31])[CH3:30], predict the reaction product. (6) Given the reactants [Cl:1][C:2]1[CH:7]=[CH:6][CH:5]=[C:4]([I:8])[CH:3]=1.[C:9]([O:12]O)(=[O:11])[CH3:10], predict the reaction product. The product is: [C:9]([O-:12])(=[O:11])[CH3:10].[C:9]([O-:12])(=[O:11])[CH3:10].[Cl:1][C:2]1[CH:3]=[C:4]([I+2:8])[CH:5]=[CH:6][CH:7]=1.